From a dataset of Full USPTO retrosynthesis dataset with 1.9M reactions from patents (1976-2016). Predict the reactants needed to synthesize the given product. (1) The reactants are: [Cl:1][C:2]1[N:7]=[C:6](Cl)[CH:5]=[CH:4][N:3]=1.C(N(C(C)C)C(C)C)C.[CH3:18][CH:19]([O:21][C:22]1[CH:23]=[C:24]([CH2:28][CH2:29][C:30]2[NH:34][N:33]=[C:32]([NH2:35])[CH:31]=2)[CH:25]=[CH:26][CH:27]=1)[CH3:20].O. Given the product [Cl:1][C:2]1[N:7]=[C:6]([NH:35][C:32]2[CH:31]=[C:30]([CH2:29][CH2:28][C:24]3[CH:25]=[CH:26][CH:27]=[C:22]([O:21][CH:19]([CH3:20])[CH3:18])[CH:23]=3)[NH:34][N:33]=2)[CH:5]=[CH:4][N:3]=1, predict the reactants needed to synthesize it. (2) Given the product [Cl:35][C:36]1[CH:37]=[C:38]([C:43]([N:45]=[C:46]=[S:47])=[O:44])[CH:39]=[C:40]([Cl:42])[CH:41]=1.[Cl:35][C:36]1[CH:37]=[C:38]([CH:39]=[C:40]([Cl:42])[CH:41]=1)[C:43]([NH:45][C:46]([NH:31][C:30]1[CH:32]=[CH:33][C:27]([O:26][C:17]2[C:16]3[C:21](=[CH:22][C:23]([O:24][CH3:25])=[C:14]([O:13][CH3:12])[CH:15]=3)[N:20]=[CH:19][CH:18]=2)=[CH:28][C:29]=1[F:34])=[S:47])=[O:44], predict the reactants needed to synthesize it. The reactants are: ClC1C=C(C(Cl)=O)C=C(Cl)C=1.[CH3:12][O:13][C:14]1[CH:15]=[C:16]2[C:21](=[CH:22][C:23]=1[O:24][CH3:25])[N:20]=[CH:19][CH:18]=[C:17]2[O:26][C:27]1[CH:33]=[CH:32][C:30]([NH2:31])=[C:29]([F:34])[CH:28]=1.[Cl:35][C:36]1[CH:37]=[C:38]([C:43]([N:45]=[C:46]=[S:47])=[O:44])[CH:39]=[C:40]([Cl:42])[CH:41]=1. (3) Given the product [CH2:10]([C@@H:9]([C:14](=[O:16])[NH:134][C@H:130]([C:131]([OH:133])=[O:132])[CH2:129][S:128][CH2:127]/[CH:126]=[C:125](\[CH3:135])/[CH2:124][CH2:123]/[CH:122]=[C:121](\[CH3:136])/[CH2:120][CH2:119][CH:118]=[C:117]([CH3:137])[CH3:116])[NH:8][C:1](=[O:2])[O:3][C:4]([CH3:5])([CH3:6])[CH3:7])[CH:11]([CH3:12])[CH3:13], predict the reactants needed to synthesize it. The reactants are: [C:1]([NH:8][C@H:9]([C:14]([OH:16])=O)[CH2:10][CH:11]([CH3:13])[CH3:12])([O:3][C:4]([CH3:7])([CH3:6])[CH3:5])=[O:2].C[C@@H](O)[C@@H]1NC(=O)[C@H](CCN)NC(=O)[C@H](CCN)NC(=O)[C@H](CC(C)C)NC(=O)[C@@H](CC2C=CC=CC=2)NC(=O)[C@H](CCN)NC(=O)[C@@H](NC([C@@H](N)CCN)=O)CCNC1=O.OS(O)(=O)=O.CN(C(ON1N=NC2C=CC=NC1=2)=[N+](C)C)C.F[P-](F)(F)(F)(F)F.C(N(CC)C(C)C)(C)C.[CH3:116][C:117]([CH3:137])=[CH:118][CH2:119][CH2:120]/[C:121](/[CH3:136])=[CH:122]/[CH2:123][CH2:124]/[C:125](/[CH3:135])=[CH:126]/[CH2:127][S:128][CH2:129][C@H:130]([NH2:134])[C:131]([OH:133])=[O:132]. (4) The reactants are: [CH2:1]([N:5]1[CH:9]=[CH:8][N:7]=[CH:6]1)[CH2:2][CH2:3][CH3:4].[CH3:10][O:11][C:12](=[O:17])[C:13]([O:15]C)=[O:14]. Given the product [CH2:1]([N+:5]1[CH:9]=[CH:8][N:7]([CH3:10])[CH:6]=1)[CH2:2][CH2:3][CH3:4].[CH3:10][O:11][C:12](=[O:17])[C:13]([O-:15])=[O:14], predict the reactants needed to synthesize it. (5) The reactants are: [CH3:1][O:2][C:3]1[C:4]([CH3:13])=[C:5]([CH:10]=[CH:11][CH:12]=1)[C:6]([NH:8][NH2:9])=[O:7].[O:14]1[CH2:19][CH2:18][C:17](=O)[CH2:16][CH2:15]1. Given the product [O:14]1[CH2:19][CH2:18][C:17](=[N:9][NH:8][C:6](=[O:7])[C:5]2[CH:10]=[CH:11][CH:12]=[C:3]([O:2][CH3:1])[C:4]=2[CH3:13])[CH2:16][CH2:15]1, predict the reactants needed to synthesize it.